From a dataset of Catalyst prediction with 721,799 reactions and 888 catalyst types from USPTO. Predict which catalyst facilitates the given reaction. (1) Reactant: [C:1](Cl)(=[O:10])[CH:2]=[CH:3][C:4]1[CH:9]=[CH:8][CH:7]=[CH:6][CH:5]=1.O1CCCC1.[NH2:17][C:18]1[C:25]([OH:26])=[C:24]([F:27])[C:23]([C:28]2[CH:33]=[CH:32][CH:31]=[CH:30][CH:29]=2)=[C:22]([CH3:34])[C:19]=1[C:20]#[N:21].C(=O)([O-])O.[Na+]. Product: [C:20]([C:19]1[C:22]([CH3:34])=[C:23]([C:28]2[CH:29]=[CH:30][CH:31]=[CH:32][CH:33]=2)[C:24]([F:27])=[C:25]([OH:26])[C:18]=1[NH:17][C:1](=[O:10])/[CH:2]=[CH:3]/[C:4]1[CH:9]=[CH:8][CH:7]=[CH:6][CH:5]=1)#[N:21]. The catalyst class is: 13. (2) Reactant: [NH2:1][OH:2].OC1C=CC2NN=NC=2N=1.C(N=C=NC(C)C)(C)C.[CH3:22][C:23]1[CH:24]=[C:25]2[C:29](=[CH:30][CH:31]=1)[C:28](=[O:32])[N:27]([CH2:33][CH2:34][CH2:35][CH2:36][CH2:37][C:38](O)=[O:39])[C:26]2=[O:41]. Product: [CH3:22][C:23]1[CH:24]=[C:25]2[C:29](=[CH:30][CH:31]=1)[C:28](=[O:32])[N:27]([CH2:33][CH2:34][CH2:35][CH2:36][CH2:37][C:38]([NH:1][OH:2])=[O:39])[C:26]2=[O:41]. The catalyst class is: 120. (3) The catalyst class is: 6. Product: [CH:11]([CH2:7][C:6](=[CH2:8])[C:5]([OH:10])=[O:9])=[CH:12][C:13]1[CH:18]=[CH:17][CH:16]=[CH:15][CH:14]=1.[C:19]([O:23][CH2:24][CH2:25][CH2:26][CH3:27])(=[O:22])[CH:20]=[CH2:21].[Na:1].[S:28]([O-:32])([O-:31])(=[O:30])=[O:29].[C:5]([OH:10])(=[O:9])[C:6]([CH3:8])=[CH2:7].[CH2:3]1[O:4][CH2:2]1. Reactant: [Na:1].[CH2:2]1[O:4][CH2:3]1.[C:5]([OH:10])(=[O:9])[C:6]([CH3:8])=[CH2:7].[CH2:11]=[CH:12][C:13]1[CH:18]=[CH:17][CH:16]=[CH:15][CH:14]=1.[C:19]([O:23][CH2:24][CH2:25][CH2:26][CH3:27])(=[O:22])[CH:20]=[CH2:21].[S:28]([O:32][O:31][S:28]([O-:32])(=[O:30])=[O:29])([O-:31])(=[O:30])=[O:29].[NH4+].[NH4+]. (4) Reactant: C([O:8][C:9]1[CH:14]=[C:13]([O:15]CC2C=CC=CC=2)[C:12]([C:23]([CH3:25])=[CH2:24])=[CH:11][C:10]=1[C:26]([N:28]1[CH2:36][C:35]2[C:30](=[CH:31][CH:32]=[CH:33][C:34]=2[O:37][CH2:38][CH2:39][CH2:40][N:41]2[CH2:46][CH2:45][O:44][CH2:43][CH2:42]2)[CH2:29]1)=[O:27])C1C=CC=CC=1. Product: [OH:8][C:9]1[CH:14]=[C:13]([OH:15])[C:12]([CH:23]([CH3:25])[CH3:24])=[CH:11][C:10]=1[C:26]([N:28]1[CH2:36][C:35]2[C:30](=[CH:31][CH:32]=[CH:33][C:34]=2[O:37][CH2:38][CH2:39][CH2:40][N:41]2[CH2:42][CH2:43][O:44][CH2:45][CH2:46]2)[CH2:29]1)=[O:27]. The catalyst class is: 19. (5) Reactant: [CH3:1][N:2]1[CH:6]=[CH:5][C:4]([NH:7][C:8]([C:10]2[C:15]([NH2:16])=[CH:14][CH:13]=[C:12]([CH3:17])[N:11]=2)=[O:9])=[N:3]1.Br[C:19]1[CH:20]=[N:21][CH:22]=[CH:23][CH:24]=1. Product: [CH3:1][N:2]1[CH:6]=[CH:5][C:4]([NH:7][C:8]([C:10]2[C:15]([NH:16][C:19]3[CH:20]=[N:21][CH:22]=[CH:23][CH:24]=3)=[CH:14][CH:13]=[C:12]([CH3:17])[N:11]=2)=[O:9])=[N:3]1. The catalyst class is: 45. (6) Reactant: [F:1][C:2]1([F:32])[CH2:7][CH2:6][CH:5]([NH:8][C:9]([C:11]2[N:12]=[C:13]([C:24]3[CH:29]=[CH:28][C:27]([Cl:30])=[CH:26][C:25]=3[Cl:31])[N:14]([C:17]3[CH:22]=[CH:21][C:20]([OH:23])=[CH:19][CH:18]=3)[C:15]=2[CH3:16])=[O:10])[CH2:4][CH2:3]1.N1C=CN=C1.[C:38]([Si:42]([CH3:45])([CH3:44])Cl)([CH3:41])([CH3:40])[CH3:39]. Product: [F:32][C:2]1([F:1])[CH2:3][CH2:4][CH:5]([NH:8][C:9]([C:11]2[N:12]=[C:13]([C:24]3[CH:29]=[CH:28][C:27]([Cl:30])=[CH:26][C:25]=3[Cl:31])[N:14]([C:17]3[CH:18]=[CH:19][C:20]([O:23][Si:42]([C:38]([CH3:41])([CH3:40])[CH3:39])([CH3:45])[CH3:44])=[CH:21][CH:22]=3)[C:15]=2[CH3:16])=[O:10])[CH2:6][CH2:7]1. The catalyst class is: 46.